From a dataset of Full USPTO retrosynthesis dataset with 1.9M reactions from patents (1976-2016). Predict the reactants needed to synthesize the given product. (1) The reactants are: C=O.[CH2:3]([O:10][C:11]1[CH:30]=[CH:29][C:14]([O:15][C:16]2[CH:28]=[CH:27][C:19]3[NH:20][CH2:21][CH2:22][NH:23][S:24](=[O:26])(=[O:25])[C:18]=3[CH:17]=2)=[CH:13][CH:12]=1)[C:4]1[CH:9]=[CH:8][CH:7]=[CH:6][CH:5]=1.[CH3:31]C1C(Br)=C(O)C(Br)=CC=1C1(C2C=C(Br)C(O)=C(Br)C=2C)OS(=O)(=O)C2C=CC=CC1=2.C([BH3-])#N.[Na+].Cl.C([O-])(O)=O.[Na+]. Given the product [CH2:3]([O:10][C:11]1[CH:30]=[CH:29][C:14]([O:15][C:16]2[CH:28]=[CH:27][C:19]3[N:20]([CH3:31])[CH2:21][CH2:22][NH:23][S:24](=[O:26])(=[O:25])[C:18]=3[CH:17]=2)=[CH:13][CH:12]=1)[C:4]1[CH:5]=[CH:6][CH:7]=[CH:8][CH:9]=1, predict the reactants needed to synthesize it. (2) The reactants are: ClC1C=C[C:5]2[N:6]([C:8](CNC3N=C(N4CCC(C)(O)CC4)C=CN=3)=[C:9](C3C=CC=CC=3)[N:10]=2)[CH:7]=1.[Cl:33][C:34]1[CH:39]=[CH:38][C:37]([C:40]2[N:41]=[C:42]3[CH:47]=[CH:46][CH:45]=[CH:44][N:43]3[C:48]=2[CH2:49][C:50]2[CH:55]=[N:54][CH:53]=[C:52](Cl)[N:51]=2)=[CH:36][CH:35]=1.CN(C)CCN. Given the product [Cl:33][C:34]1[CH:39]=[CH:38][C:37]([C:40]2[N:41]=[C:42]3[CH:47]=[CH:46][CH:45]=[CH:44][N:43]3[C:48]=2[CH2:49][C:50]2[N:51]=[C:52]([NH:10][CH2:9][CH2:8][N:6]([CH3:7])[CH3:5])[CH:53]=[N:54][CH:55]=2)=[CH:36][CH:35]=1, predict the reactants needed to synthesize it. (3) Given the product [CH3:39][N:40]([CH3:41])[CH:17]1[CH2:18][CH2:19][N:14]([C:12]([NH:11][C:7]2[CH:6]=[C:5]([O:4][C:3]3[CH:21]=[CH:22][C:23]([NH:25][C:26]([NH:28][C:29](=[O:37])[CH2:30][C:31]4[CH:32]=[CH:33][CH:34]=[CH:35][CH:36]=4)=[S:27])=[CH:24][C:2]=3[F:1])[CH:10]=[CH:9][N:8]=2)=[O:13])[CH2:15][CH2:16]1, predict the reactants needed to synthesize it. The reactants are: [F:1][C:2]1[CH:24]=[C:23]([NH:25][C:26]([NH:28][C:29](=[O:37])[CH2:30][C:31]2[CH:36]=[CH:35][CH:34]=[CH:33][CH:32]=2)=[S:27])[CH:22]=[CH:21][C:3]=1[O:4][C:5]1[CH:10]=[CH:9][N:8]=[C:7]([NH:11][C:12]([N:14]2[CH2:19][CH2:18][C:17](=O)[CH2:16][CH2:15]2)=[O:13])[CH:6]=1.Cl.[CH3:39][NH:40][CH3:41].C(O[BH-](OC(=O)C)OC(=O)C)(=O)C.[Na+]. (4) The reactants are: [CH3:1][O:2][C:3]([C:5]1[N:6]([CH2:26][CH2:27][OH:28])[C:7]2[C:12]([C:13]=1[C:14]1[CH:19]=[CH:18][C:17]([O:20][CH3:21])=[CH:16][CH:15]=1)=[CH:11][C:10]([O:22][CH3:23])=[C:9]([O:24][CH3:25])[CH:8]=2)=[O:4].[S:29](Cl)([C:32]1[CH:38]=[CH:37][C:35]([CH3:36])=[CH:34][CH:33]=1)(=[O:31])=[O:30]. Given the product [CH3:1][O:2][C:3]([C:5]1[N:6]([CH2:26][CH2:27][O:28][S:29]([C:32]2[CH:38]=[CH:37][C:35]([CH3:36])=[CH:34][CH:33]=2)(=[O:31])=[O:30])[C:7]2[C:12]([C:13]=1[C:14]1[CH:15]=[CH:16][C:17]([O:20][CH3:21])=[CH:18][CH:19]=1)=[CH:11][C:10]([O:22][CH3:23])=[C:9]([O:24][CH3:25])[CH:8]=2)=[O:4], predict the reactants needed to synthesize it. (5) Given the product [CH2:11]([O:18][C:19]1[CH:20]=[CH:21][C:22]([C:23]2[NH:8][C:7]3[C:2]([N:1]=2)=[N:3][CH:4]=[CH:5][CH:6]=3)=[CH:25][CH:26]=1)[C:12]1[CH:13]=[CH:14][CH:15]=[CH:16][CH:17]=1, predict the reactants needed to synthesize it. The reactants are: [NH2:1][C:2]1[C:7]([N+:8]([O-])=O)=[CH:6][CH:5]=[CH:4][N:3]=1.[CH2:11]([O:18][C:19]1[CH:26]=[CH:25][C:22]([CH:23]=O)=[CH:21][CH:20]=1)[C:12]1[CH:17]=[CH:16][CH:15]=[CH:14][CH:13]=1.[O-]S(S([O-])=O)=O.[Na+].[Na+].[NH4+].[OH-]. (6) Given the product [C:1]([O:4][CH2:5][C:6]1[C:11]([N:12]2[C:24](=[O:25])[C:23]3[S:22][C:21]4[CH2:20][CH2:19][CH2:18][CH2:17][C:16]=4[C:15]=3[CH2:14][CH2:13]2)=[CH:10][C:9]([F:26])=[CH:8][C:7]=1[C:27]1[N:35]=[C:34]2[C:30]([N:31]=[CH:32][NH:33]2)=[C:29]([NH:44][C:45]2[CH:46]=[CH:47][C:48]([N:51]3[CH2:52][CH2:53][N:54]([CH:57]4[CH2:58][O:59][CH2:60]4)[CH2:55][CH2:56]3)=[CH:49][CH:50]=2)[N:28]=1)(=[O:3])[CH3:2], predict the reactants needed to synthesize it. The reactants are: [C:1]([O:4][CH2:5][C:6]1[C:11]([N:12]2[C:24](=[O:25])[C:23]3[S:22][C:21]4[CH2:20][CH2:19][CH2:18][CH2:17][C:16]=4[C:15]=3[CH2:14][CH2:13]2)=[CH:10][C:9]([F:26])=[CH:8][C:7]=1[C:27]1[N:35]=[C:34]2[C:30]([N:31]=[CH:32][N:33]2COCC[Si](C)(C)C)=[C:29]([NH:44][C:45]2[CH:50]=[CH:49][C:48]([N:51]3[CH2:56][CH2:55][N:54]([CH:57]4[CH2:60][O:59][CH2:58]4)[CH2:53][CH2:52]3)=[CH:47][CH:46]=2)[N:28]=1)(=[O:3])[CH3:2].C(O)(C(F)(F)F)=O. (7) Given the product [ClH:1].[CH3:2][C@@:3]12[CH2:11][NH:10][CH2:9][C@@H:8]1[C:7]1[CH:12]=[CH:13][CH:14]=[C:15]([CH2:16][CH2:17][CH3:18])[C:6]=1[CH2:5][CH2:4]2, predict the reactants needed to synthesize it. The reactants are: [ClH:1].[CH3:2][C@@:3]12[CH2:11][NH:10][CH2:9][C@@H:8]1[C:7]1[CH:12]=[CH:13][CH:14]=[C:15](/[CH:16]=[CH:17]\[CH3:18])[C:6]=1[CH2:5][CH2:4]2.C(O)(=O)C.